Dataset: Full USPTO retrosynthesis dataset with 1.9M reactions from patents (1976-2016). Task: Predict the reactants needed to synthesize the given product. Given the product [C:1]([O:5][C:6](=[O:15])[NH:7][CH:8]([CH:9]([OH:10])[C:11](=[NH:12])[NH:17][OH:18])[CH2:13][CH3:14])([CH3:2])([CH3:3])[CH3:4], predict the reactants needed to synthesize it. The reactants are: [C:1]([O:5][C:6](=[O:15])[NH:7][CH:8]([CH2:13][CH3:14])[CH:9]([C:11]#[N:12])[OH:10])([CH3:4])([CH3:3])[CH3:2].Cl.[NH2:17][OH:18].